From a dataset of Reaction yield outcomes from USPTO patents with 853,638 reactions. Predict the reaction yield, written as a fraction of the theoretical maximum amount of product (1.0 means a 100% yield; for example, 0.34 means a 34% yield). (1) The reactants are Br[C:2]1[C:7](=[O:8])[N:6]([CH2:9][C:10]2[CH:15]=[CH:14][C:13]([C:16]3[C:17]([C:22]#[N:23])=[CH:18][CH:19]=[CH:20][CH:21]=3)=[CH:12][CH:11]=2)[C:5]([CH2:24][CH2:25][CH3:26])=[N:4][C:3]=1[CH3:27].[CH3:28][O:29][C:30]1[CH:35]=[CH:34][C:33]([OH:36])=[CH:32][CH:31]=1.[OH-].[K+].CS(C)=O. The catalyst is C(OCC)(=O)C. The product is [CH3:28][O:29][C:30]1[CH:35]=[CH:34][C:33]([O:36][C:2]2[C:7](=[O:8])[N:6]([CH2:9][C:10]3[CH:15]=[CH:14][C:13]([C:16]4[C:17]([C:22]#[N:23])=[CH:18][CH:19]=[CH:20][CH:21]=4)=[CH:12][CH:11]=3)[C:5]([CH2:24][CH2:25][CH3:26])=[N:4][C:3]=2[CH3:27])=[CH:32][CH:31]=1. The yield is 0.280. (2) The yield is 0.230. The product is [CH3:16][C@@H:10]1[NH:9][C:4]2[N:5]=[CH:6][CH:7]=[CH:8][C:3]=2[CH2:1][NH:2][C:11]1=[O:12]. The reactants are [C:1]([C:3]1[C:4]([NH:9][C@@H:10]([CH3:16])[C:11](OCC)=[O:12])=[N:5][CH:6]=[CH:7][CH:8]=1)#[N:2].C[O-].[Na+].Cl. The catalyst is CO.[Ni]. (3) The reactants are [N:1]12[CH2:8][CH2:7][C:4]([C:9]([C:18]3[CH:23]=[CH:22][C:21]([F:24])=[CH:20][CH:19]=3)([C:11]3[CH:16]=[CH:15][C:14]([F:17])=[CH:13][CH:12]=3)[OH:10])([CH2:5][CH2:6]1)[CH2:3][CH2:2]2.[C:25]1([O:31][CH2:32][CH2:33][CH2:34][Br:35])[CH:30]=[CH:29][CH:28]=[CH:27][CH:26]=1. The catalyst is CC#N. The product is [Br-:35].[F:17][C:14]1[CH:15]=[CH:16][C:11]([C:9]([C:18]2[CH:19]=[CH:20][C:21]([F:24])=[CH:22][CH:23]=2)([OH:10])[C:4]23[CH2:5][CH2:6][N+:1]([CH2:34][CH2:33][CH2:32][O:31][C:25]4[CH:30]=[CH:29][CH:28]=[CH:27][CH:26]=4)([CH2:2][CH2:3]2)[CH2:8][CH2:7]3)=[CH:12][CH:13]=1. The yield is 0.652. (4) The reactants are [C:1]([O:9][C@@H:10]1[C@@H:18]([CH:19]([F:21])[F:20])[O:17][C@H:16]2[C@H:12]([N:13]=[C:14]([N:22](CC=C)[C:23]([O:25][C:26]([CH3:29])([CH3:28])[CH3:27])=[O:24])[S:15]2)[C@H:11]1[O:33][C:34](=[O:41])[C:35]1[CH:40]=[CH:39][CH:38]=[CH:37][CH:36]=1)(=[O:8])[C:2]1[CH:7]=[CH:6][CH:5]=[CH:4][CH:3]=1.C(O)=O.CCN(CC)CC. The catalyst is O1CCOCC1.C1C=CC([P]([Pd]([P](C2C=CC=CC=2)(C2C=CC=CC=2)C2C=CC=CC=2)([P](C2C=CC=CC=2)(C2C=CC=CC=2)C2C=CC=CC=2)[P](C2C=CC=CC=2)(C2C=CC=CC=2)C2C=CC=CC=2)(C2C=CC=CC=2)C2C=CC=CC=2)=CC=1. The product is [C:1]([O:9][C@@H:10]1[C@@H:18]([CH:19]([F:20])[F:21])[O:17][C@H:16]2[C@H:12]([N:13]=[C:14]([NH:22][C:23]([O:25][C:26]([CH3:29])([CH3:28])[CH3:27])=[O:24])[S:15]2)[C@H:11]1[O:33][C:34](=[O:41])[C:35]1[CH:40]=[CH:39][CH:38]=[CH:37][CH:36]=1)(=[O:8])[C:2]1[CH:3]=[CH:4][CH:5]=[CH:6][CH:7]=1. The yield is 0.720. (5) The reactants are C([O:5][C:6](=O)[CH2:7][CH2:8][C@@H:9]([CH2:25][O:26][S:27]([C:30]1[CH:36]=[CH:35][C:33]([CH3:34])=[CH:32][CH:31]=1)(=[O:29])=[O:28])[CH2:10][C@H:11]1[CH2:15][O:14][C:13]([CH3:17])([CH3:16])[N:12]1[C:18]([O:20][C:21]([CH3:24])([CH3:23])[CH3:22])=[O:19])(C)(C)C.CC(C[AlH]CC(C)C)C.[BH4-].[Na+]. The catalyst is C(Cl)Cl. The product is [OH:5][CH2:6][CH2:7][CH2:8][C@@H:9]([CH2:25][O:26][S:27]([C:30]1[CH:36]=[CH:35][C:33]([CH3:34])=[CH:32][CH:31]=1)(=[O:28])=[O:29])[CH2:10][C@H:11]1[CH2:15][O:14][C:13]([CH3:16])([CH3:17])[N:12]1[C:18]([O:20][C:21]([CH3:22])([CH3:23])[CH3:24])=[O:19]. The yield is 0.920. (6) The reactants are Cl.[NH2:2]O.C(=O)([O-])[O-].[Na+].[Na+].[C:10]([C:12]1[CH:13]=[C:14]([C:18]2[N:19]=[C:20]3[N:24]([C:25]=2[C:26]2[CH:31]=[CH:30][N:29]=[C:28]([NH:32][C@@H:33]4[CH2:38][CH2:37][CH2:36][N:35]([C:39]([O:41][C:42]([CH3:45])([CH3:44])[CH3:43])=[O:40])[CH2:34]4)[N:27]=2)[CH:23]=[CH:22][S:21]3)[CH:15]=[CH:16][CH:17]=1)#[N:11].[C:46]([O:49]C(=O)C)(=O)[CH3:47]. The catalyst is O.ClCCl.C(O)C. The product is [C:42]([O:41][C:39]([N:35]1[CH2:36][CH2:37][CH2:38][C@@H:33]([NH:32][C:28]2[N:27]=[C:26]([C:25]3[N:24]4[C:20]([S:21][CH:22]=[CH:23]4)=[N:19][C:18]=3[C:14]3[CH:15]=[CH:16][CH:17]=[C:12]([C:10]4[N:2]=[C:46]([CH3:47])[O:49][N:11]=4)[CH:13]=3)[CH:31]=[CH:30][N:29]=2)[CH2:34]1)=[O:40])([CH3:45])([CH3:44])[CH3:43]. The yield is 0.760.